Dataset: Forward reaction prediction with 1.9M reactions from USPTO patents (1976-2016). Task: Predict the product of the given reaction. Given the reactants [F:1][C:2]1[CH:3]=[CH:4][C:5]([C:8]2[N:12]=[N:11][N:10]([CH3:13])[C:9]=2[CH2:14][O:15][C:16]2[CH:24]=[CH:23][C:19]([C:20]([OH:22])=O)=[CH:18][N:17]=2)=[N:6][CH:7]=1.[NH2:25][N:26]1[CH2:31][CH2:30][O:29][CH2:28][CH2:27]1, predict the reaction product. The product is: [F:1][C:2]1[CH:3]=[CH:4][C:5]([C:8]2[N:12]=[N:11][N:10]([CH3:13])[C:9]=2[CH2:14][O:15][C:16]2[CH:24]=[CH:23][C:19]([C:20]([NH:25][N:26]3[CH2:31][CH2:30][O:29][CH2:28][CH2:27]3)=[O:22])=[CH:18][N:17]=2)=[N:6][CH:7]=1.